This data is from Reaction yield outcomes from USPTO patents with 853,638 reactions. The task is: Predict the reaction yield, written as a fraction of the theoretical maximum amount of product (1.0 means a 100% yield; for example, 0.34 means a 34% yield). (1) The reactants are Br[C:2]1[CH:3]=[C:4]2[C:8](=[C:9]([CH3:11])[CH:10]=1)[NH:7][N:6]=[CH:5]2.[H-].[Na+].C([Li])(CC)C.C1CCCCC1.Cl.[C:26](=O)(O)[O-:27].[Na+]. The catalyst is CN(C)C=O.O1CCCC1. The product is [CH3:11][C:9]1[CH:10]=[C:2]([CH:26]=[O:27])[CH:3]=[C:4]2[C:8]=1[NH:7][N:6]=[CH:5]2. The yield is 0.650. (2) The reactants are [Br:1][C:2]1[CH:3]=[N:4][C:5]([Cl:11])=[C:6]([CH:10]=1)[C:7]([OH:9])=O.Cl.CN(C)CCCN=C=NCC.C(N(CC)CC)C.[NH2:31][C:32]1[CH:37]=[CH:36][CH:35]=[CH:34][CH:33]=1. The catalyst is C(Cl)Cl. The product is [Br:1][C:2]1[CH:3]=[N:4][C:5]([Cl:11])=[C:6]([CH:10]=1)[C:7]([NH:31][C:32]1[CH:37]=[CH:36][CH:35]=[CH:34][CH:33]=1)=[O:9]. The yield is 0.260.